Task: Predict the reactants needed to synthesize the given product.. Dataset: Full USPTO retrosynthesis dataset with 1.9M reactions from patents (1976-2016) (1) Given the product [NH2:1][C:2]1[N:7]=[CH:6][C:5]([C:8]([N:10]=[S:11]([CH2:21][CH2:22][CH2:23][CH2:24][C:25]([O:27][CH3:28])=[O:26])([CH2:13][CH2:14][CH2:15][CH2:16][C:17]([O:19][CH3:20])=[O:18])=[O:12])=[O:9])=[CH:4][C:3]=1[C:29]#[C:30][C:31]1[CH:36]=[CH:35][CH:34]=[C:33]([NH:37][C:44](=[O:45])[C:40]2[CH:41]=[CH:42][CH:43]=[C:38]([CH3:47])[CH:39]=2)[CH:32]=1, predict the reactants needed to synthesize it. The reactants are: [NH2:1][C:2]1[N:7]=[CH:6][C:5]([C:8]([N:10]=[S:11]([CH2:21][CH2:22][CH2:23][CH2:24][C:25]([O:27][CH3:28])=[O:26])([CH2:13][CH2:14][CH2:15][CH2:16][C:17]([O:19][CH3:20])=[O:18])=[O:12])=[O:9])=[CH:4][C:3]=1[C:29]#[C:30][C:31]1[CH:36]=[CH:35][CH:34]=[C:33]([NH2:37])[CH:32]=1.[C:38]1([CH3:47])[CH:43]=[CH:42][CH:41]=[C:40]([C:44](O)=[O:45])[CH:39]=1.CCN(C(C)C)C(C)C.F[P-](F)(F)(F)(F)F.N1(O[P+](N(C)C)(N(C)C)N(C)C)C2C=CC=CC=2N=N1. (2) Given the product [ClH:55].[NH2:22][CH2:21][CH2:20][CH2:19][CH2:18][CH2:17][CH2:16][N:15]1[C:11]([C:2]2[CH:3]=[CH:4][C:5]3[C:10](=[CH:9][CH:8]=[CH:7][CH:6]=3)[CH:1]=2)=[N:12][N:13]=[C:14]1[S:30][CH2:32][C:33]([C:35]1[CH:40]=[CH:39][C:38]([N:41]([CH2:42][CH3:43])[CH2:44][CH3:45])=[CH:37][CH:36]=1)=[O:34], predict the reactants needed to synthesize it. The reactants are: [CH:1]1[C:10]2[C:5](=[CH:6][CH:7]=[CH:8][CH:9]=2)[CH:4]=[CH:3][C:2]=1[C:11]1[N:15]([CH2:16][CH2:17][CH2:18][CH2:19][CH2:20][CH2:21][NH:22]C(=O)OC(C)(C)C)[C:14]([SH:30])=[N:13][N:12]=1.Br[CH2:32][C:33]([C:35]1[CH:40]=[CH:39][C:38]([N:41]([CH2:44][CH3:45])[CH2:42][CH3:43])=[CH:37][CH:36]=1)=[O:34].C1(S)C=CC=CC=1.CO.[ClH:55]. (3) Given the product [Cl:1][C:2]1[N:7]=[C:6]([Cl:8])[CH:5]=[C:4]([C:14]2[CH:15]=[CH:16][C:11]([F:10])=[CH:12][CH:13]=2)[N:3]=1, predict the reactants needed to synthesize it. The reactants are: [Cl:1][C:2]1[N:7]=[C:6]([Cl:8])[CH:5]=[C:4](Cl)[N:3]=1.[F:10][C:11]1[CH:16]=[CH:15][C:14](B(O)O)=[CH:13][CH:12]=1. (4) The reactants are: [CH2:1]([O:3][C:4]([C:6]1[C:7]([CH3:25])=[C:8]([C:18]([O:20][C:21]([CH3:24])([CH3:23])[CH3:22])=[O:19])[NH:9][C:10]=1[CH:11]=[CH:12][C:13]([O:15][CH2:16][CH3:17])=[O:14])=[O:5])[CH3:2]. Given the product [CH2:1]([O:3][C:4]([C:6]1[C:7]([CH3:25])=[C:8]([C:18]([O:20][C:21]([CH3:22])([CH3:24])[CH3:23])=[O:19])[NH:9][C:10]=1[CH2:11][CH2:12][C:13]([O:15][CH2:16][CH3:17])=[O:14])=[O:5])[CH3:2], predict the reactants needed to synthesize it.